From a dataset of Aqueous solubility values for 9,982 compounds from the AqSolDB database. Regression/Classification. Given a drug SMILES string, predict its absorption, distribution, metabolism, or excretion properties. Task type varies by dataset: regression for continuous measurements (e.g., permeability, clearance, half-life) or binary classification for categorical outcomes (e.g., BBB penetration, CYP inhibition). For this dataset (solubility_aqsoldb), we predict Y. (1) The molecule is O=C1c2ccc(O)cc2C(=O)c2ccc(O)cc21. The Y is -5.89 log mol/L. (2) The Y is -6.90 log mol/L. The compound is CCCCCCCCCCCCCCCCCC(=O)OCCCCCCCC. (3) The compound is CC(C)CC(NC(=O)CC(O)C(CC(C)C)NC(=O)C(Cc1c[nH]cn1)NC(=O)C(Cc1ccccc1)NC(=O)OC(C)(C)C)C(=O)NC(C(=O)O)c1ccccc1. The Y is -3.13 log mol/L.